From a dataset of Catalyst prediction with 721,799 reactions and 888 catalyst types from USPTO. Predict which catalyst facilitates the given reaction. (1) Reactant: [Cl:1][C:2]1[CH:7]=[CH:6][CH:5]=[CH:4][C:3]=1[N:8]1[C:16]2[C:15](=[O:17])[NH:14][CH:13]=[N:12][C:11]=2[C:10]([C:18]#[N:19])=[CH:9]1.[Cl:20]N1C(=O)CCC1=O.O. Product: [Cl:20][C:9]1[N:8]([C:3]2[CH:4]=[CH:5][CH:6]=[CH:7][C:2]=2[Cl:1])[C:16]2[C:15](=[O:17])[NH:14][CH:13]=[N:12][C:11]=2[C:10]=1[C:18]#[N:19]. The catalyst class is: 3. (2) Reactant: Br[CH2:2][C:3]([C:5]1[CH:12]=[CH:11][C:8]([CH:9]=[O:10])=[CH:7][CH:6]=1)=O.[N:13]1[CH:18]=[CH:17][CH:16]=[N:15][C:14]=1[NH2:19]. Product: [N:19]1[C:3]([C:5]2[CH:12]=[CH:11][C:8]([CH:9]=[O:10])=[CH:7][CH:6]=2)=[CH:2][N:13]2[CH:18]=[CH:17][CH:16]=[N:15][C:14]=12. The catalyst class is: 21. (3) Reactant: [S:1]([NH:5][C:6]1[CH2:10][CH2:9][CH2:8][C:7]=1[C:11]#[N:12])(=[O:4])(=[O:3])[NH2:2].[OH-].[Na+].Cl. Product: [NH:5]1[C:6]2[CH2:10][CH2:9][CH2:8][C:7]=2[C:11]([NH2:12])=[N:2][S:1]1(=[O:4])=[O:3]. The catalyst class is: 14. (4) Reactant: [Si]([O:8][CH2:9][C@H:10]1[CH2:14][CH2:13][C:12](=[O:15])[N:11]1[CH2:16][C:17]1[S:18][CH:19]=[C:20](/[CH:22]=[CH:23]/[C:24]([O:26][CH2:27][CH2:28][CH2:29][CH3:30])=[O:25])[N:21]=1)(C(C)(C)C)(C)C.Cl. Product: [OH:8][CH2:9][C@H:10]1[CH2:14][CH2:13][C:12](=[O:15])[N:11]1[CH2:16][C:17]1[S:18][CH:19]=[C:20](/[CH:22]=[CH:23]/[C:24]([O:26][CH2:27][CH2:28][CH2:29][CH3:30])=[O:25])[N:21]=1. The catalyst class is: 51. (5) Reactant: C[O:2][C:3](=[O:31])[CH2:4][C:5]1[CH:10]=[CH:9][CH:8]=[C:7]([C:11]2[CH:30]=[CH:29][C:14]3[C:15]([CH3:28])=[C:16]([C:18](=[O:27])[C:19]4[CH:24]=[CH:23][C:22]([Cl:25])=[CH:21][C:20]=4[Cl:26])[O:17][C:13]=3[CH:12]=2)[CH:6]=1.CO.O.[OH-].[Li+]. Product: [Cl:26][C:20]1[CH:21]=[C:22]([Cl:25])[CH:23]=[CH:24][C:19]=1[C:18]([C:16]1[O:17][C:13]2[CH:12]=[C:11]([C:7]3[CH:6]=[C:5]([CH2:4][C:3]([OH:31])=[O:2])[CH:10]=[CH:9][CH:8]=3)[CH:30]=[CH:29][C:14]=2[C:15]=1[CH3:28])=[O:27]. The catalyst class is: 7. (6) Reactant: [C:1]([NH:11][C@H:12]([C:16]([OH:18])=[O:17])[CH:13]([CH3:15])[CH3:14])([O:3][CH2:4][C:5]1[CH:10]=[CH:9][CH:8]=[CH:7][CH:6]=1)=[O:2].ClC(N(C)C)=C(C)C.[CH2:27]([O:34][C:35]([C@:37]1([O:48][C@@H:47]([C@@H:49]([C@@H:51]([CH2:53]O)[OH:52])[OH:50])[C@H:42]([NH:43][C:44](=[O:46])[CH3:45])[C@@H:40]([OH:41])[CH2:39]1)[OH:38])=[O:36])[C:28]1[CH:33]=[CH:32][CH:31]=[CH:30][CH:29]=1. Product: [CH2:27]([O:34][C:35]([C:37]1([OH:38])[CH2:39][CH:40]([OH:41])[CH:42]([NH:43][C:44](=[O:46])[CH3:45])[CH:47]([CH:49]([OH:50])[CH:51]([OH:52])[CH2:53][O:17][C:16](=[O:18])[CH:12]([NH:11][C:1]([O:3][CH2:4][C:5]2[CH:10]=[CH:9][CH:8]=[CH:7][CH:6]=2)=[O:2])[CH:13]([CH3:14])[CH3:15])[O:48]1)=[O:36])[C:28]1[CH:33]=[CH:32][CH:31]=[CH:30][CH:29]=1. The catalyst class is: 272. (7) Product: [Cl:17][CH2:7][C:3]1[C:2]([C:9]2[CH:14]=[CH:13][N:12]=[CH:11][CH:10]=2)=[N:1][CH:6]=[CH:5][CH:4]=1. Reactant: [N:1]1[CH:6]=[CH:5][CH:4]=[C:3]([CH2:7]O)[C:2]=1[C:9]1[CH:14]=[CH:13][N:12]=[CH:11][CH:10]=1.S(Cl)([Cl:17])=O. The catalyst class is: 11.